This data is from Reaction yield outcomes from USPTO patents with 853,638 reactions. The task is: Predict the reaction yield, written as a fraction of the theoretical maximum amount of product (1.0 means a 100% yield; for example, 0.34 means a 34% yield). The product is [CH2:1]([C:3]1[N:11]2[C:6]([CH:7]=[CH:8][CH:9]=[CH:10]2)=[CH:5][C:4]=1[C:12]1[CH:13]=[CH:14][C:15]([O:18][CH2:8][CH2:9][CH2:10][N:11]2[CH2:23][CH2:20][CH2:21][CH2:1][CH2:3]2)=[CH:16][CH:17]=1)[CH3:2]. The yield is 0.124. The catalyst is CN(C)C=O. The reactants are [CH2:1]([C:3]1[N:11]2[C:6]([CH:7]=[CH:8][CH:9]=[CH:10]2)=[CH:5][C:4]=1[C:12]1[CH:17]=[CH:16][C:15]([OH:18])=[CH:14][CH:13]=1)[CH3:2].C[C:20]([CH3:23])([O-])[CH3:21].[Na+].[Cl-].